This data is from Full USPTO retrosynthesis dataset with 1.9M reactions from patents (1976-2016). The task is: Predict the reactants needed to synthesize the given product. (1) The reactants are: [H-].[Na+].C(O)CCC.[C:8]([NH2:14])(=[O:13])[CH2:9][C:10]([NH2:12])=[O:11].C(O[C:18](=O)[C:19]([F:22])([F:21])[F:20])C. Given the product [F:20][C:19]([F:22])([F:21])[C:18]1[N:12]=[C:10]([OH:11])[CH:9]=[C:8]([OH:13])[N:14]=1, predict the reactants needed to synthesize it. (2) Given the product [CH3:2][N:3]1[C:16]2[C:7](=[CH:8][CH:9]=[C:10]3[C:15]=2[N:14]=[CH:13][CH:12]=[CH:11]3)[CH:6]=[CH:5][C:4]1=[O:17], predict the reactants needed to synthesize it. The reactants are: [I-].[CH3:2][N+:3]1[C:16]2[C:7](=[CH:8][CH:9]=[C:10]3[C:15]=2[N:14]=[CH:13][CH:12]=[CH:11]3)[CH:6]=[CH:5][CH:4]=1.[OH-:17].[Na+]. (3) Given the product [C:10]([CH2:9][CH2:8][C:5]1[CH:6]=[CH:7][C:2]([NH:1][C:36]([C:25]2[N:26]([CH2:28][O:29][CH2:30][CH2:31][Si:32]([CH3:35])([CH3:34])[CH3:33])[CH:27]=[C:23]([C:21]#[N:22])[N:24]=2)=[O:37])=[C:3]([C:13]2[CH2:18][CH2:17][C:16]([CH3:20])([CH3:19])[CH2:15][CH:14]=2)[CH:4]=1)(=[O:11])[NH2:12], predict the reactants needed to synthesize it. The reactants are: [NH2:1][C:2]1[CH:7]=[CH:6][C:5]([CH2:8][CH2:9][C:10]([NH2:12])=[O:11])=[CH:4][C:3]=1[C:13]1[CH2:18][CH2:17][C:16]([CH3:20])([CH3:19])[CH2:15][CH:14]=1.[C:21]([C:23]1[N:24]=[C:25]([C:36]([O-])=[O:37])[N:26]([CH2:28][O:29][CH2:30][CH2:31][Si:32]([CH3:35])([CH3:34])[CH3:33])[CH:27]=1)#[N:22].[K+]. (4) The reactants are: C([O:5][C:6](=[O:39])[CH2:7][O:8][C:9]1[C:14]2[CH2:15][CH2:16][CH2:17][CH2:18][CH:19]([N:20]([S:22]([C:25]3[CH:30]=[C:29]([C:31]([F:34])([F:33])[F:32])[CH:28]=[C:27]([S:35]([CH3:38])(=[O:37])=[O:36])[CH:26]=3)(=[O:24])=[O:23])[CH3:21])[C:13]=2[CH:12]=[CH:11][CH:10]=1)(C)(C)C.O.[OH-].[Li+]. Given the product [CH3:38][S:35]([C:27]1[CH:26]=[C:25]([S:22]([N:20]([CH3:21])[CH:19]2[C:13]3[CH:12]=[CH:11][CH:10]=[C:9]([O:8][CH2:7][C:6]([OH:39])=[O:5])[C:14]=3[CH2:15][CH2:16][CH2:17][CH2:18]2)(=[O:23])=[O:24])[CH:30]=[C:29]([C:31]([F:33])([F:32])[F:34])[CH:28]=1)(=[O:37])=[O:36], predict the reactants needed to synthesize it. (5) Given the product [C:18]([NH:25][C@H:26]([CH2:41][C:42]1[CH:47]=[CH:46][C:45]([Cl:48])=[CH:44][CH:43]=1)[C:27]([NH:29][N:10]1[CH2:9][CH:8]([N:7]([CH:1]2[CH2:2][CH2:3][CH2:4][CH2:5][CH2:6]2)[C:13](=[O:17])[CH:14]([CH3:15])[CH3:16])[CH2:12]1)=[O:28])([O:20][C:21]([CH3:23])([CH3:24])[CH3:22])=[O:19], predict the reactants needed to synthesize it. The reactants are: [CH:1]1([N:7]([C:13](=[O:17])[CH:14]([CH3:16])[CH3:15])[C@H:8]2[CH2:12]C[NH:10][CH2:9]2)[CH2:6][CH2:5][CH2:4][CH2:3][CH2:2]1.[C:18]([NH:25][C@H:26]([CH2:41][C:42]1[CH:47]=[CH:46][C:45]([Cl:48])=[CH:44][CH:43]=1)[C:27]([NH:29]N1CC(NC2CCCCC2)C1)=[O:28])([O:20][C:21]([CH3:24])([CH3:23])[CH3:22])=[O:19]. (6) Given the product [F:1][C:2]1[CH:7]=[C:6]([F:8])[CH:5]=[CH:4][C:3]=1[C:9]1[N:10]=[C:11]2[CH2:26][CH2:25][CH2:24][N:23]([CH2:28][CH2:29][CH2:30][CH2:31][CH2:32][CH2:33][C:34]([O:36][CH2:37][CH3:38])=[O:35])[C:12]2=[N:13][C:14]=1[C:15]1[CH:20]=[CH:19][C:18]([F:21])=[CH:17][C:16]=1[F:22], predict the reactants needed to synthesize it. The reactants are: [F:1][C:2]1[CH:7]=[C:6]([F:8])[CH:5]=[CH:4][C:3]=1[C:9]1[N:10]=[C:11]2[CH2:26][CH2:25][CH2:24][NH:23][C:12]2=[N:13][C:14]=1[C:15]1[CH:20]=[CH:19][C:18]([F:21])=[CH:17][C:16]=1[F:22].O=[CH:28][CH2:29][CH2:30][CH2:31][CH2:32][CH2:33][C:34]([O:36][CH2:37][CH3:38])=[O:35].C(O[BH-](OC(=O)C)OC(=O)C)(=O)C.[Na+].CCCC(C)C. (7) Given the product [BrH:24].[BrH:24].[CH3:1][NH:2][C@@H:13]([CH2:17][C:18]1[CH:23]=[CH:22][CH:21]=[CH:20][N:19]=1)[C:14]([OH:16])=[O:15], predict the reactants needed to synthesize it. The reactants are: [CH3:1][N:2]([C@@H:13]([CH2:17][C:18]1[CH:23]=[CH:22][CH:21]=[CH:20][N:19]=1)[C:14]([OH:16])=[O:15])S(C1C=CC(C)=CC=1)(=O)=O.[BrH:24].